Predict the reaction yield, written as a fraction of the theoretical maximum amount of product (1.0 means a 100% yield; for example, 0.34 means a 34% yield). From a dataset of Reaction yield outcomes from USPTO patents with 853,638 reactions. (1) The reactants are [Cl:1][C:2]1[C:3]2[N:4]([CH:19]=[N:20][CH:21]=2)[C:5]([C:12]2[CH:17]=[CH:16][CH:15]=[C:14]([F:18])[CH:13]=2)=[C:6]([C:8]([O:10]C)=[O:9])[CH:7]=1.[OH-].[Na+].O.C(O)(=O)C. The catalyst is CO. The product is [Cl:1][C:2]1[C:3]2[N:4]([CH:19]=[N:20][CH:21]=2)[C:5]([C:12]2[CH:17]=[CH:16][CH:15]=[C:14]([F:18])[CH:13]=2)=[C:6]([C:8]([OH:10])=[O:9])[CH:7]=1. The yield is 0.500. (2) The reactants are [Cl:1][C:2]1[CH:3]=[CH:4][C:5]([O:17][CH2:18][CH:19]([CH3:21])[CH3:20])=[C:6]([CH2:8][N:9]2[C:13]([CH2:14][CH3:15])=[CH:12][C:11]([NH2:16])=[N:10]2)[CH:7]=1.[CH3:22][C:23]([O:26][C:27]([N:29]1[CH2:38][CH2:37][C:36]2[C:31](=[CH:32][CH:33]=[C:34]([C:39](O)=[O:40])[CH:35]=2)[CH2:30]1)=[O:28])([CH3:25])[CH3:24].CN(C(ON1N=NC2C=CC=NC1=2)=[N+](C)C)C.F[P-](F)(F)(F)(F)F.CCN(C(C)C)C(C)C. The catalyst is CN(C=O)C. The product is [Cl:1][C:2]1[CH:3]=[CH:4][C:5]([O:17][CH2:18][CH:19]([CH3:20])[CH3:21])=[C:6]([CH2:8][N:9]2[C:13]([CH2:14][CH3:15])=[CH:12][C:11]([NH:16][C:39]([C:34]3[CH:35]=[C:36]4[C:31](=[CH:32][CH:33]=3)[CH2:30][N:29]([C:27]([O:26][C:23]([CH3:25])([CH3:24])[CH3:22])=[O:28])[CH2:38][CH2:37]4)=[O:40])=[N:10]2)[CH:7]=1. The yield is 0.130. (3) The reactants are C(NC(C)C)(C)C.C([Li])CCC.[CH2:13]([N:15]([CH2:18][N:19]1[CH2:24][CH2:23][CH2:22][CH2:21][C:20]1=[O:25])[CH2:16][CH3:17])[CH3:14].C([N-]C(C)C)(C)C.[Li+].C[O:35][C:36](=O)[C:37]1[CH:42]=[C:41]([CH3:43])[CH:40]=[N:39][CH:38]=1. The catalyst is O1CCCC1. The product is [CH2:13]([N:15]([CH2:18][N:19]1[CH2:24][CH2:23][CH2:22][C:21](=[C:36]([OH:35])[C:37]2[CH:38]=[N:39][CH:40]=[C:41]([CH3:43])[CH:42]=2)[C:20]1=[O:25])[CH2:16][CH3:17])[CH3:14]. The yield is 0.130. (4) The reactants are [F:1][CH:2]1[C:7](=[O:8])[CH2:6][CH2:5][N:4]([C:9]2[N:13]([CH3:14])[N:12]=[CH:11][C:10]=2[N+:15]([O-:17])=[O:16])[CH2:3]1.B(F)(F)F.CCOCC.[N+](=[CH:29][C:30]([O:32][CH2:33][CH3:34])=[O:31])=[N-].O. The catalyst is C(Cl)Cl. The product is [F:1][CH:2]1[CH2:3][N:4]([C:9]2[N:13]([CH3:14])[N:12]=[CH:11][C:10]=2[N+:15]([O-:17])=[O:16])[CH2:5][CH2:6][CH:29]([C:30]([O:32][CH2:33][CH3:34])=[O:31])[C:7]1=[O:8]. The yield is 0.580. (5) The reactants are O1C2C=CC(C3(C(N[C:16]4[CH:21]=[CH:20][C:19]([CH2:22]O)=[C:18]([Br:24])[CH:17]=4)=O)CC3)=CC=2OC1.CS(Cl)(=O)=[O:27].C([N:33]([CH2:37][CH3:38])C(C)C)(C)C.[C-:39]#[N:40].[K+].[C:42](#N)[CH3:43]. The catalyst is ClCCl. The product is [Br:24][C:18]1[CH:17]=[C:16]([C:38]2([C:37]([NH2:33])=[O:27])[CH2:43][CH2:42]2)[CH:21]=[CH:20][C:19]=1[CH2:22][C:39]#[N:40]. The yield is 0.460. (6) The reactants are [Br:1][C:2]1[CH:3]=[CH:4][C:5]([CH3:16])=[C:6]([C:8]2[CH:13]=[C:12](Cl)[N:11]=[C:10]([NH2:15])[N:9]=2)[CH:7]=1.[F:17][C:18]([F:27])([F:26])[C:19]1[CH:24]=[CH:23][C:22]([NH2:25])=[CH:21][CH:20]=1. No catalyst specified. The product is [Br:1][C:2]1[CH:3]=[CH:4][C:5]([CH3:16])=[C:6]([C:8]2[N:9]=[C:10]([NH2:15])[N:11]=[C:12]([NH:25][C:22]3[CH:23]=[CH:24][C:19]([C:18]([F:17])([F:26])[F:27])=[CH:20][CH:21]=3)[CH:13]=2)[CH:7]=1. The yield is 0.800. (7) The reactants are [CH3:1][C:2]1[NH:3][C:4](=[O:26])[C:5]([CH2:11][C:12]2[CH:17]=[CH:16][C:15]([C:18]3[C:19]([C:24]#[N:25])=[CH:20][CH:21]=[CH:22][CH:23]=3)=[CH:14][CH:13]=2)=[C:6]([CH2:8][CH2:9][CH3:10])[N:7]=1.[H-].[Na+].CN(C)C=O.Br[CH2:35][C:36]1[CH:45]=[CH:44][CH:43]=[CH:42][C:37]=1[C:38]([O:40][CH3:41])=[O:39]. The catalyst is C(OCC)(=O)C. The product is [C:24]([C:19]1[CH:20]=[CH:21][CH:22]=[CH:23][C:18]=1[C:15]1[CH:16]=[CH:17][C:12]([CH2:11][C:5]2[C:4](=[O:26])[N:3]([CH2:35][C:36]3[CH:45]=[CH:44][CH:43]=[CH:42][C:37]=3[C:38]([O:40][CH3:41])=[O:39])[C:2]([CH3:1])=[N:7][C:6]=2[CH2:8][CH2:9][CH3:10])=[CH:13][CH:14]=1)#[N:25]. The yield is 0.400.